From a dataset of Forward reaction prediction with 1.9M reactions from USPTO patents (1976-2016). Predict the product of the given reaction. (1) The product is: [Cl:25][C:26]1[CH:31]=[CH:30][C:29]([S:32]([NH:9][C:8]2[C:3]([O:2][CH3:1])=[N:4][CH:5]=[C:6]([C:10]#[C:11][C:12]3[C:13]([CH3:24])=[N:14][CH:15]=[N:16][C:17]=3[N:18]3[CH2:19][CH2:20][O:21][CH2:22][CH2:23]3)[CH:7]=2)(=[O:34])=[O:33])=[CH:28][CH:27]=1. Given the reactants [CH3:1][O:2][C:3]1[C:8]([NH2:9])=[CH:7][C:6]([C:10]#[C:11][C:12]2[C:13]([CH3:24])=[N:14][CH:15]=[N:16][C:17]=2[N:18]2[CH2:23][CH2:22][O:21][CH2:20][CH2:19]2)=[CH:5][N:4]=1.[Cl:25][C:26]1[CH:31]=[CH:30][C:29]([S:32](Cl)(=[O:34])=[O:33])=[CH:28][CH:27]=1.N1C=CC=CC=1.O, predict the reaction product. (2) Given the reactants [N:1]12[CH2:8][CH2:7][CH:4]([CH2:5][CH2:6]1)[CH:3]([OH:9])[CH2:2]2.[H-].[Na+].[CH2:12]([C:16]1[N:17]=[N:18][C:19](Cl)=[CH:20][C:21]=1[C:22]1[CH:27]=[CH:26][C:25]([O:28][CH:29]2[CH2:34][CH2:33][CH2:32][CH2:31][CH2:30]2)=[CH:24][CH:23]=1)[CH2:13][CH2:14][CH3:15].O, predict the reaction product. The product is: [CH2:12]([C:16]1[N:17]=[N:18][C:19]([O:9][CH:3]2[CH:4]3[CH2:7][CH2:8][N:1]([CH2:6][CH2:5]3)[CH2:2]2)=[CH:20][C:21]=1[C:22]1[CH:23]=[CH:24][C:25]([O:28][CH:29]2[CH2:34][CH2:33][CH2:32][CH2:31][CH2:30]2)=[CH:26][CH:27]=1)[CH2:13][CH2:14][CH3:15].